This data is from Forward reaction prediction with 1.9M reactions from USPTO patents (1976-2016). The task is: Predict the product of the given reaction. The product is: [CH3:7][S:6][CH2:5][CH2:4][NH:3][C:12]1[CH:17]=[CH:16][C:15]([N+:18]([O-:20])=[O:19])=[CH:14][CH:13]=1. Given the reactants Cl.Cl.[NH2:3][CH2:4][CH2:5][SH:6].[CH3:7]I.[OH-].[Na+].F[C:12]1[CH:17]=[CH:16][C:15]([N+:18]([O-:20])=[O:19])=[CH:14][CH:13]=1.Cl, predict the reaction product.